Predict the reaction yield, written as a fraction of the theoretical maximum amount of product (1.0 means a 100% yield; for example, 0.34 means a 34% yield). From a dataset of Reaction yield outcomes from USPTO patents with 853,638 reactions. (1) The reactants are [OH-].[K+].[CH3:3][N:4]1[CH:8]=[C:7]([C:9]2[CH:33]=[CH:32][C:12]3[N:13]([C:16]4[CH:17]=[C:18]([NH:28]C(=O)C)[CH:19]=[C:20]([C:22]5[O:23][C:24]([CH3:27])=[CH:25][CH:26]=5)[CH:21]=4)[CH:14]=[N:15][C:11]=3[CH:10]=2)[CH:6]=[N:5]1. The catalyst is C(O)C.O.C(OCC)(=O)C. The product is [CH3:3][N:4]1[CH:8]=[C:7]([C:9]2[CH:33]=[CH:32][C:12]3[N:13]([C:16]4[CH:17]=[C:18]([CH:19]=[C:20]([C:22]5[O:23][C:24]([CH3:27])=[CH:25][CH:26]=5)[CH:21]=4)[NH2:28])[CH:14]=[N:15][C:11]=3[CH:10]=2)[CH:6]=[N:5]1. The yield is 0.920. (2) The reactants are FC(F)(F)S(O[C:7]1[CH:12]=[CH:11][N:10]([CH2:13][C:14]2[CH:19]=[CH:18][CH:17]=[C:16]([F:20])[CH:15]=2)[C:9](=[O:21])[C:8]=1[Br:22])(=O)=O.[F:25][C:26]1[CH:33]=[CH:32][C:29]([CH:30]=[CH2:31])=[CH:28][CH:27]=1.C(N(C(C)C)CC)(C)C. The catalyst is CN(C=O)C.Cl[Pd](Cl)([P](C1C=CC=CC=1)(C1C=CC=CC=1)C1C=CC=CC=1)[P](C1C=CC=CC=1)(C1C=CC=CC=1)C1C=CC=CC=1. The product is [Br:22][C:8]1[C:9](=[O:21])[N:10]([CH2:13][C:14]2[CH:19]=[CH:18][CH:17]=[C:16]([F:20])[CH:15]=2)[CH:11]=[CH:12][C:7]=1/[CH:31]=[CH:30]/[C:29]1[CH:32]=[CH:33][C:26]([F:25])=[CH:27][CH:28]=1. The yield is 0.0600. (3) The reactants are O.[NH2:2][NH2:3].[F:4][C:5]([F:21])([C:11]1[CH:12]=[C:13]2[C:18](=[CH:19][CH:20]=1)[N:17]=[CH:16][CH:15]=[CH:14]2)[C:6](OCC)=[O:7].NN. The catalyst is CC(O)(CC)C. The product is [F:4][C:5]([F:21])([C:11]1[CH:12]=[C:13]2[C:18](=[CH:19][CH:20]=1)[N:17]=[CH:16][CH:15]=[CH:14]2)[C:6]([NH:2][NH2:3])=[O:7]. The yield is 0.900. (4) The reactants are [Cl:1][C:2]1[C:7]([CH:8]([C:14]([F:17])([F:16])[F:15])[CH2:9][C:10](OC)=[O:11])=[C:6](Cl)[N:5]=[CH:4][N:3]=1.[NH3:19].C(O)(C)C. No catalyst specified. The product is [Cl:1][C:2]1[C:7]2[CH:8]([C:14]([F:17])([F:16])[F:15])[CH2:9][C:10](=[O:11])[NH:19][C:6]=2[N:5]=[CH:4][N:3]=1. The yield is 0.830.